From a dataset of Reaction yield outcomes from USPTO patents with 853,638 reactions. Predict the reaction yield, written as a fraction of the theoretical maximum amount of product (1.0 means a 100% yield; for example, 0.34 means a 34% yield). (1) The reactants are N.[OH:2][C@@H:3]1[CH2:8][CH2:7][CH2:6][C@H:5]([C:9]#[N:10])[CH2:4]1. The catalyst is CO.[Ni]. The product is [NH2:10][CH2:9][C@@H:5]1[CH2:6][CH2:7][CH2:8][C@H:3]([OH:2])[CH2:4]1. The yield is 0.640. (2) The reactants are [CH2:1]([O:5][C:6]1[CH:10]=[C:9]([CH2:11][CH2:12][C:13]([O:15]CC)=[O:14])[N:8]([CH2:18][C:19]2[CH:24]=[CH:23][C:22]([C:25]([F:28])([F:27])[F:26])=[CH:21][CH:20]=2)[N:7]=1)[CH2:2][CH2:3][CH3:4].[OH-].[Na+].O1CCCC1. The catalyst is C(O)C. The product is [CH2:1]([O:5][C:6]1[CH:10]=[C:9]([CH2:11][CH2:12][C:13]([OH:15])=[O:14])[N:8]([CH2:18][C:19]2[CH:24]=[CH:23][C:22]([C:25]([F:28])([F:27])[F:26])=[CH:21][CH:20]=2)[N:7]=1)[CH2:2][CH2:3][CH3:4]. The yield is 0.660. (3) The reactants are [F:1][C:2]1[CH:7]=[CH:6][C:5]([O:8][C:9]2[CH:14]=[CH:13][C:12]([N+:15]([O-])=O)=[CH:11][CH:10]=2)=[CH:4][C:3]=1[C:18]([F:21])([F:20])[F:19]. The catalyst is CO.[Pd]. The product is [F:1][C:2]1[CH:7]=[CH:6][C:5]([O:8][C:9]2[CH:10]=[CH:11][C:12]([NH2:15])=[CH:13][CH:14]=2)=[CH:4][C:3]=1[C:18]([F:19])([F:20])[F:21]. The yield is 0.950. (4) The reactants are [C:1]([CH2:3][C:4]([O:6][CH2:7][CH3:8])=[O:5])#[N:2].C(O)(=O)C.N1[CH2:18][CH2:17][CH2:16][CH2:15]C1. The catalyst is C1(C)C=CC=CC=1. The product is [C:1]([C:3](=[CH:15][CH:16]1[CH2:18][CH2:17]1)[C:4]([O:6][CH2:7][CH3:8])=[O:5])#[N:2]. The yield is 0.430. (5) The reactants are [CH2:1]([C:3]1[CH:7]=[C:6]([CH2:8][NH:9]C(=O)OC(C)(C)C)[O:5][N:4]=1)[CH3:2].[ClH:17]. The catalyst is O1CCOCC1. The product is [ClH:17].[CH2:1]([C:3]1[CH:7]=[C:6]([CH2:8][NH2:9])[O:5][N:4]=1)[CH3:2]. The yield is 0.920.